From a dataset of Forward reaction prediction with 1.9M reactions from USPTO patents (1976-2016). Predict the product of the given reaction. (1) Given the reactants [CH2:1]1[CH:6]2[CH2:7][C:8]3([NH2:11])[CH2:10][CH:4]([CH2:5]2)[CH2:3][CH:2]1[CH2:9]3.[C:12]1([C:18]2[N:23]=[CH:22][C:21]([CH:24]=O)=[CH:20][N:19]=2)[CH:17]=[CH:16][CH:15]=[CH:14][CH:13]=1, predict the reaction product. The product is: [C:12]1([C:18]2[N:19]=[CH:20][C:21]([CH2:24][NH:11][C:8]34[CH2:10][CH:4]5[CH2:5][CH:6]([CH2:1][CH:2]([CH2:3]5)[CH2:9]3)[CH2:7]4)=[CH:22][N:23]=2)[CH:13]=[CH:14][CH:15]=[CH:16][CH:17]=1. (2) Given the reactants [F:1][C:2]1[CH:7]=[CH:6][C:5]([O:8][CH3:9])=[CH:4][C:3]=1[C:10]1[CH:15]=[CH:14][C:13]([OH:16])=[CH:12][C:11]=1[CH2:17][C:18]([CH3:21])([CH3:20])[CH3:19].C(N(CC)CC)C.[F:29][C:30]([F:43])([F:42])[S:31](O[S:31]([C:30]([F:43])([F:42])[F:29])(=[O:33])=[O:32])(=[O:33])=[O:32].[Cl-].[NH4+], predict the reaction product. The product is: [F:29][C:30]([F:43])([F:42])[S:31]([O:16][C:13]1[CH:14]=[CH:15][C:10]([C:3]2[CH:4]=[C:5]([O:8][CH3:9])[CH:6]=[CH:7][C:2]=2[F:1])=[C:11]([CH2:17][C:18]([CH3:21])([CH3:20])[CH3:19])[CH:12]=1)(=[O:33])=[O:32]. (3) Given the reactants [CH2:1]([O:3][C:4]([C:6]1[C:7]([CH3:22])=[C:8](C(OC(C)(C)C)=O)[NH:9][C:10]=1[CH2:11][C:12]([OH:14])=[O:13])=[O:5])[CH3:2].FC(F)(F)C(O)=O.C(=O)=O.C(O)C.[OH-].[Na+], predict the reaction product. The product is: [CH2:1]([O:3][C:4]([C:6]1[C:7]([CH3:22])=[CH:8][NH:9][C:10]=1[CH2:11][C:12]([OH:14])=[O:13])=[O:5])[CH3:2]. (4) Given the reactants [N+:1]([C:4]1[O:8][C:7]([C:9](Cl)=[O:10])=[CH:6][CH:5]=1)([O-:3])=[O:2].[CH2:12]([N:19]1[CH2:24][CH2:23][N:22]([C:25]2[CH:26]=[C:27]([CH:30]=[CH:31][CH:32]=2)[C:28]#[N:29])[CH2:21][CH2:20]1)[C:13]1[CH:18]=[CH:17][CH:16]=[CH:15][CH:14]=1.CCN(CC)CC, predict the reaction product. The product is: [CH2:12]([N:19]1[CH2:24][CH2:23][N:22]([C:25]2[CH:26]=[C:27]([CH:30]=[CH:31][CH:32]=2)[CH2:28][NH:29][C:9]([C:7]2[O:8][C:4]([N+:1]([O-:3])=[O:2])=[CH:5][CH:6]=2)=[O:10])[CH2:21][CH2:20]1)[C:13]1[CH:14]=[CH:15][CH:16]=[CH:17][CH:18]=1. (5) The product is: [N+:14]([C:9]1[CH:8]=[C:7]2[C:12]([CH:13]=[C:5]([C:3]([OH:4])=[O:2])[NH:6]2)=[CH:11][CH:10]=1)([O-:16])=[O:15]. Given the reactants C[O:2][C:3]([C:5]1[NH:6][C:7]2[C:12]([CH:13]=1)=[CH:11][CH:10]=[C:9]([N+:14]([O-:16])=[O:15])[CH:8]=2)=[O:4].[OH-].[Na+], predict the reaction product. (6) Given the reactants [NH2:1][C:2]1[CH:6]=[CH:5][N:4]([CH2:7][CH2:8][N:9]([CH3:17])[C:10](=[O:16])[O:11][C:12]([CH3:15])([CH3:14])[CH3:13])[N:3]=1.Br[C:19]1[C:20](=[O:27])[N:21]([CH3:26])[CH:22]=[C:23]([Br:25])[CH:24]=1.CC1(C)C2C(=C(P(C3C=CC=CC=3)C3C=CC=CC=3)C=CC=2)OC2C(P(C3C=CC=CC=3)C3C=CC=CC=3)=CC=CC1=2.C([O-])([O-])=O.[Cs+].[Cs+], predict the reaction product. The product is: [Br:25][C:23]1[CH:24]=[C:19]([NH:1][C:2]2[CH:6]=[CH:5][N:4]([CH2:7][CH2:8][N:9]([CH3:17])[C:10](=[O:16])[O:11][C:12]([CH3:13])([CH3:14])[CH3:15])[N:3]=2)[C:20](=[O:27])[N:21]([CH3:26])[CH:22]=1. (7) Given the reactants [Cl:1][C:2]1[CH:33]=[CH:32][C:5]([CH2:6][N:7]([C:14]([C:16]2([CH3:31])[CH2:19][CH2:18][N:17]2[C:20](=[O:30])[NH:21][C:22]2[CH:27]=[C:26]([CH3:28])[CH:25]=[C:24]([CH3:29])[CH:23]=2)=[O:15])[CH2:8][CH2:9][CH2:10][C:11]([OH:13])=[O:12])=[CH:4][CH:3]=1.[H-].[Na+].[CH3:36]I, predict the reaction product. The product is: [Cl:1][C:2]1[CH:3]=[CH:4][C:5]([CH2:6][N:7]([C:14]([C:16]2([CH3:31])[CH2:19][CH2:18][N:17]2[C:20](=[O:30])[N:21]([C:22]2[CH:27]=[C:26]([CH3:28])[CH:25]=[C:24]([CH3:29])[CH:23]=2)[CH3:36])=[O:15])[CH2:8][CH2:9][CH2:10][C:11]([OH:13])=[O:12])=[CH:32][CH:33]=1. (8) Given the reactants [NH2:1][C:2]1[CH:3]=[CH:4][C:5]2[N:6]([CH:17]([CH3:19])[CH3:18])[C:7]3[C:12]([C:13]=2[C:14]=1[CH3:15])=[CH:11][C:10]([F:16])=[CH:9][CH:8]=3.C(N(C(C)C)CC)(C)C.ClC(Cl)(O[C:33](=[O:39])OC(Cl)(Cl)Cl)Cl.[OH:41][CH:42]1[CH2:47][CH2:46][NH:45][CH2:44][CH2:43]1, predict the reaction product. The product is: [OH:41][CH:42]1[CH2:47][CH2:46][N:45]([C:33]([NH:1][C:2]2[CH:3]=[CH:4][C:5]3[N:6]([CH:17]([CH3:19])[CH3:18])[C:7]4[C:12]([C:13]=3[C:14]=2[CH3:15])=[CH:11][C:10]([F:16])=[CH:9][CH:8]=4)=[O:39])[CH2:44][CH2:43]1. (9) The product is: [CH:26]1[C:27]2[C:32](=[CH:31][CH:30]=[CH:29][CH:28]=2)[CH:33]=[CH:34][C:25]=1[CH2:24][O:23][CH:11]1[CH:10]([C:7]2[CH:8]=[CH:9][C:4]([CH2:3][CH2:2][O:1][C:41](=[O:42])[CH2:40][C:37]3[CH:38]=[CH:39][S:35][CH:36]=3)=[CH:5][CH:6]=2)[CH2:15][CH2:14][N:13]([C:16]([O:18][C:19]([CH3:22])([CH3:20])[CH3:21])=[O:17])[CH2:12]1. Given the reactants [OH:1][CH2:2][CH2:3][C:4]1[CH:9]=[CH:8][C:7]([CH:10]2[CH2:15][CH2:14][N:13]([C:16]([O:18][C:19]([CH3:22])([CH3:21])[CH3:20])=[O:17])[CH2:12][CH:11]2[O:23][CH2:24][C:25]2[CH:34]=[CH:33][C:32]3[C:27](=[CH:28][CH:29]=[CH:30][CH:31]=3)[CH:26]=2)=[CH:6][CH:5]=1.[S:35]1[CH:39]=[CH:38][C:37]([CH2:40][C:41](O)=[O:42])=[CH:36]1, predict the reaction product.